This data is from Forward reaction prediction with 1.9M reactions from USPTO patents (1976-2016). The task is: Predict the product of the given reaction. Given the reactants N#N.[CH3:3][O:4][CH2:5][C:6]1[N:7]=[C:8]([CH2:11][N:12]2[N:16]=[C:15]([N+:17]([O-])=O)[CH:14]=[N:13]2)[O:9][CH:10]=1.[NH4+].[Cl-], predict the reaction product. The product is: [CH3:3][O:4][CH2:5][C:6]1[N:7]=[C:8]([CH2:11][N:12]2[N:16]=[C:15]([NH2:17])[CH:14]=[N:13]2)[O:9][CH:10]=1.